Dataset: Experimentally validated miRNA-target interactions with 360,000+ pairs, plus equal number of negative samples. Task: Binary Classification. Given a miRNA mature sequence and a target amino acid sequence, predict their likelihood of interaction. (1) The miRNA is hsa-miR-6074 with sequence GAUAUUCAGAGGCUAGGUGG. The protein sequence of the target gene is MGLFDRGVQMLLTTVGAFAAFSLMTIAVGTDYWLYSRGVCKTKSVSENETSKKNEEVMTHSGLWRTCCLEGNFKGLCKQIDHFPEDADYEADTAEYFLRAVRASSIFPILSVILLFMGGLCIAASEFYKTRHNIILSAGIFFVSAGLSNIIGIIVYISANAGDPSKSDSKKNSYSYGWSFYFGALSFIIAEMVGVLAVHMFIDRHKQLRATARATDYLQASAITRIPSYRYRYQRRSRSSSRSTEPSHSRDASPVGVKGFNTLPSTEISMYTLSRDPLKAATTPTATYNSDRDNSFLQVH.... Result: 0 (no interaction). (2) The miRNA is hsa-miR-517b-3p with sequence AUCGUGCAUCCCUUUAGAGUGU. The protein sequence of the target gene is MAAAAAAAAALGVRLRDCCSRGAVLLLFFSLSPRPPAAAAWLLGLRPEDTAGGRVSLEGGTLRAAEGTSFLLRVYFQPGPPVPAAPVPAPSLAPGENGTGDWAPRLVFIEEPPGAGGAAPSAVPTRPPGPQRCREQSDWASDVEVLGPLRPGGVAGSALVQVRVRELRKGEAERGGAGGGGKLFSLCAWDGRAWHHHGAAGGFLLRVRPRLYGPGGDLLPPAWLRALGALLLLALSALFSGLRLSLLSLDPVELRVLRNSGSAAEQEQARRVQAVRGRGTHLLCTLLLGQAGANAALAGW.... Result: 0 (no interaction). (3) The miRNA is hsa-miR-5186 with sequence AGAGAUUGGUAGAAAUCAGGU. The protein sequence of the target gene is MNPVYSPGSSGVPYANAKGIGYPAGFPMGYAAAAPAYSPNMYPGANPTFQTGYTPGTPYKVSCSPTSGAVPPYSSSPNPYQTAVYPVRSAYPQQSPYAQQGTYYTQPLYAAPPHVIHHTTVVQPNGMPATVYPAPIPPPRGNGVTMGMVAGTTMAMSAGTLLTAHSPTPVAPHPVTVPTYRAPGTPTYSYVPPQW. Result: 1 (interaction).